This data is from Forward reaction prediction with 1.9M reactions from USPTO patents (1976-2016). The task is: Predict the product of the given reaction. (1) The product is: [N:7]1[CH:12]=[CH:11][CH:10]=[CH:9][C:8]=1[N:13]([CH2:37][CH2:38][C:39]([O:41][CH2:42][CH3:43])=[O:40])[C:14]([C:16]1[CH:36]=[CH:35][C:19]2[N:20]([CH3:34])[C:21]([CH2:23][NH:24][C:25]3[CH:30]=[CH:29][C:28]([C:31](=[NH:32])[NH2:33])=[CH:27][CH:26]=3)=[N:22][C:18]=2[CH:17]=1)=[O:15]. Given the reactants C(O)(=O)C(O)=O.[N:7]1[CH:12]=[CH:11][CH:10]=[CH:9][C:8]=1[N:13]([CH2:37][CH2:38][C:39]([O:41][CH2:42][CH3:43])=[O:40])[C:14]([C:16]1[CH:36]=[CH:35][C:19]2[N:20]([CH3:34])[C:21]([CH2:23][NH:24][C:25]3[CH:30]=[CH:29][C:28]([C:31](=[NH:33])[NH2:32])=[CH:27][CH:26]=3)=[N:22][C:18]=2[CH:17]=1)=[O:15].C(=O)([O-])[O-].[K+].[K+], predict the reaction product. (2) The product is: [CH3:9][S:10]([O:8][CH2:7][CH2:6][CH2:5][CH2:4][O:3][CH:1]=[CH2:2])(=[O:12])=[O:11]. Given the reactants [CH:1]([O:3][CH2:4][CH2:5][CH2:6][CH2:7][OH:8])=[CH2:2].[CH3:9][S:10](Cl)(=[O:12])=[O:11], predict the reaction product. (3) Given the reactants [Br:1][C:2]1[CH:7]=[CH:6][C:5]([F:8])=[C:4]([N+:9]([O-])=O)[CH:3]=1.C(O)(=O)C, predict the reaction product. The product is: [Br:1][C:2]1[CH:7]=[CH:6][C:5]([F:8])=[C:4]([NH2:9])[CH:3]=1. (4) Given the reactants O.C([O-])([O-])=O.[K+].[K+].[CH3:8][N:9]([CH2:11][C:12]1[CH:28]=[CH:27][C:15]2[CH2:16][CH2:17][N:18](C(=O)C(F)(F)F)[CH2:19][CH2:20][C:14]=2[CH:13]=1)[CH3:10], predict the reaction product. The product is: [CH3:8][N:9]([CH3:10])[CH2:11][C:12]1[CH:28]=[CH:27][C:15]2[CH2:16][CH2:17][NH:18][CH2:19][CH2:20][C:14]=2[CH:13]=1. (5) Given the reactants C1(P(=O)(O)O)C=CC=CC=1.[S:11]([O-:15])([O-])(=O)=[O:12].C([N+:20]([CH2:29][CH2:30][CH2:31]C)([CH2:25]CCC)CCCC)CCC.C([N+:37](CCCC)(CCCC)CCCC)CCC.OO.[CH3:52][C:53]([CH3:65])([CH2:62][CH:63]=[CH2:64])[CH2:54]SC1N=CC=CN=1, predict the reaction product. The product is: [CH3:52][C:53]([CH3:65])([CH2:62][CH:63]=[CH2:64])[CH2:54][S:11]([C:25]1[N:20]=[CH:29][CH:30]=[CH:31][N:37]=1)(=[O:15])=[O:12]. (6) Given the reactants [NH:1]1[CH2:6][CH2:5][C:4]2([C:15]3[N:16]=[CH:17][NH:18][C:14]=3[C:13]3[CH:12]=[CH:11][CH:10]=[CH:9][C:8]=3[O:7]2)[CH2:3][CH2:2]1.[CH:19]([O:22][C:23]1[CH:31]=[CH:30][C:26]([C:27](O)=[O:28])=[CH:25][C:24]=1[CH3:32])([CH3:21])[CH3:20].C(N(CC)CC)C.CCN=C=NCCCN(C)C, predict the reaction product. The product is: [CH:19]([O:22][C:23]1[CH:31]=[CH:30][C:26]([C:27]([N:1]2[CH2:6][CH2:5][C:4]3([C:15]4[N:16]=[CH:17][NH:18][C:14]=4[C:13]4[CH:12]=[CH:11][CH:10]=[CH:9][C:8]=4[O:7]3)[CH2:3][CH2:2]2)=[O:28])=[CH:25][C:24]=1[CH3:32])([CH3:21])[CH3:20]. (7) Given the reactants [CH3:1][C:2]([C:4]1[CH:9]=[C:8]([O:10][CH2:11][C:12]([F:15])([F:14])[F:13])[CH:7]=[CH:6][C:5]=1[O:16][CH2:17][C:18]([F:21])([F:20])[F:19])=[O:3].[F:22][C:23]([F:33])([F:32])[C:24]1[CH:31]=[CH:30][CH:29]=[CH:28][C:25]=1[CH:26]=O, predict the reaction product. The product is: [F:21][C:18]([F:19])([F:20])[CH2:17][O:16][C:5]1[CH:6]=[CH:7][C:8]([O:10][CH2:11][C:12]([F:13])([F:14])[F:15])=[CH:9][C:4]=1[C:2](=[O:3])[CH:1]=[CH:26][C:25]1[CH:28]=[CH:29][CH:30]=[CH:31][C:24]=1[C:23]([F:22])([F:32])[F:33]. (8) Given the reactants C1(P(=[CH:20][C:21]([O:23][CH3:24])=[O:22])(C2C=CC=CC=2)C2C=CC=CC=2)C=CC=CC=1.O=[CH:26][C:27]1[CH:35]=[CH:34][C:32]([OH:33])=[C:29]([O:30][CH3:31])[CH:28]=1, predict the reaction product. The product is: [OH:33][C:32]1[CH:34]=[CH:35][C:27](/[CH:26]=[CH:20]/[C:21]([O:23][CH3:24])=[O:22])=[CH:28][C:29]=1[O:30][CH3:31].